This data is from Catalyst prediction with 721,799 reactions and 888 catalyst types from USPTO. The task is: Predict which catalyst facilitates the given reaction. (1) Reactant: [OH:1][CH:2]1[CH2:7][CH2:6][CH:5]([C:8]([OH:10])=[O:9])[CH2:4][CH2:3]1.C(=O)([O-])[O-].[K+].[K+].[CH2:17](Br)[C:18]1[CH:23]=[CH:22][CH:21]=[CH:20][CH:19]=1.O. Product: [OH:1][CH:2]1[CH2:7][CH2:6][CH:5]([C:8]([O:10][CH2:17][C:18]2[CH:23]=[CH:22][CH:21]=[CH:20][CH:19]=2)=[O:9])[CH2:4][CH2:3]1. The catalyst class is: 3. (2) Reactant: [Si]([O:8][CH:9]([CH:25]1[CH2:34][CH2:33][C:32]2[C:27](=[CH:28][CH:29]=[C:30]([O:35][C:36]3[CH:41]=[CH:40][CH:39]=[CH:38][CH:37]=3)[CH:31]=2)[CH2:26]1)[C:10]1[O:11][C:12]([C:15]2[N:20]=[C:19]([C:21]([O:23][CH3:24])=[O:22])[CH:18]=[CH:17][CH:16]=2)=[CH:13][N:14]=1)(C(C)(C)C)(C)C.[N+](CCCC)(CCCC)(CCCC)CCCC.[F-]. Product: [OH:8][CH:9]([CH:25]1[CH2:34][CH2:33][C:32]2[C:27](=[CH:28][CH:29]=[C:30]([O:35][C:36]3[CH:37]=[CH:38][CH:39]=[CH:40][CH:41]=3)[CH:31]=2)[CH2:26]1)[C:10]1[O:11][C:12]([C:15]2[N:20]=[C:19]([C:21]([O:23][CH3:24])=[O:22])[CH:18]=[CH:17][CH:16]=2)=[CH:13][N:14]=1. The catalyst class is: 49. (3) Reactant: C(Cl)Cl.[Cl-].[Al+3].[Cl-].[Cl-].[CH3:8][O:9][C:10]1[CH:11]=[C:12]([C@@H:16]([CH3:20])[C:17](Cl)=[O:18])[CH:13]=[CH:14][CH:15]=1.C([C@H:24]1[CH2:29][CH2:28][C@H:27]([C:30]2[CH:35]=[CH:34][CH:33]=[CH:32][CH:31]=2)[CH2:26][CH2:25]1)CC. Product: [CH:30]1([C:27]2[CH:26]=[CH:25][C:24]([C:17](=[O:18])[C@@H:16]([C:12]3[CH:13]=[CH:14][CH:15]=[C:10]([O:9][CH3:8])[CH:11]=3)[CH3:20])=[CH:29][CH:28]=2)[CH2:31][CH2:32][CH2:33][CH2:34][CH2:35]1. The catalyst class is: 6. (4) Reactant: O.NN.[CH3:4][C:5]1([CH3:20])[CH2:11][CH2:10][C:9](=[O:12])[NH:8][C:7]2[CH:13]=[CH:14][C:15]([N+:17]([O-])=O)=[CH:16][C:6]1=2. Product: [NH2:17][C:15]1[CH:14]=[CH:13][C:7]2[NH:8][C:9](=[O:12])[CH2:10][CH2:11][C:5]([CH3:20])([CH3:4])[C:6]=2[CH:16]=1. The catalyst class is: 63.